From a dataset of Full USPTO retrosynthesis dataset with 1.9M reactions from patents (1976-2016). Predict the reactants needed to synthesize the given product. (1) Given the product [CH2:21]([N:28]1[CH2:33][CH2:32][CH:31]([N:34]([CH3:35])[C:17](=[O:19])[CH2:16][O:15][C:12]2[N:13]=[CH:14][C:9]([NH:8][C:6](=[O:7])[O:5][C:1]([CH3:2])([CH3:3])[CH3:4])=[CH:10][C:11]=2[CH3:20])[CH2:30][CH2:29]1)[C:22]1[CH:23]=[CH:24][CH:25]=[CH:26][CH:27]=1, predict the reactants needed to synthesize it. The reactants are: [C:1]([O:5][C:6]([NH:8][C:9]1[CH:10]=[C:11]([CH3:20])[C:12]([O:15][CH2:16][C:17]([OH:19])=O)=[N:13][CH:14]=1)=[O:7])([CH3:4])([CH3:3])[CH3:2].[CH2:21]([N:28]1[CH2:33][CH2:32][CH:31]([NH:34][CH3:35])[CH2:30][CH2:29]1)[C:22]1[CH:27]=[CH:26][CH:25]=[CH:24][CH:23]=1. (2) The reactants are: C(OC([N:8]1[CH2:13][CH:12]=[C:11]([C:14]2[C:15]3[N:16]([N:20]=[C:21]([NH:23][C:24]4[CH:29]=[CH:28][C:27]([O:30][CH3:31])=[CH:26][CH:25]=4)[N:22]=3)[CH:17]=[CH:18][CH:19]=2)[CH2:10][CH2:9]1)=O)(C)(C)C.ClCCl.FC(F)(F)C(O)=O. Given the product [CH3:31][O:30][C:27]1[CH:26]=[CH:25][C:24]([NH:23][C:21]2[N:22]=[C:15]3[C:14]([C:11]4[CH2:12][CH2:13][NH:8][CH2:9][CH:10]=4)=[CH:19][CH:18]=[CH:17][N:16]3[N:20]=2)=[CH:29][CH:28]=1, predict the reactants needed to synthesize it. (3) The reactants are: [Br:1][C:2]1[CH:3]=[CH:4][C:5]2[N:6]([C:8]([C:11]([C:14]3[N:15]=[N:16][C:17](Cl)=[CH:18][CH:19]=3)([F:13])[F:12])=[N:9][N:10]=2)[CH:7]=1.[CH3:21][O:22][C:23]1[CH:28]=[C:27]([O:29][CH3:30])[CH:26]=[CH:25][C:24]=1[CH2:31][NH2:32].C([O-])(O)=O.[Na+]. Given the product [Br:1][C:2]1[CH:3]=[CH:4][C:5]2[N:6]([C:8]([C:11]([F:13])([F:12])[C:14]3[N:15]=[N:16][C:17]([NH:32][CH2:31][C:24]4[CH:25]=[CH:26][C:27]([O:29][CH3:30])=[CH:28][C:23]=4[O:22][CH3:21])=[CH:18][CH:19]=3)=[N:9][N:10]=2)[CH:7]=1, predict the reactants needed to synthesize it. (4) Given the product [NH2:1][CH:4]([CH3:23])[CH:5]([NH:15][C:16]([O:18][C:19]([CH3:22])([CH3:21])[CH3:20])=[O:17])[CH2:6][O:7][Si:8]([C:11]([CH3:14])([CH3:13])[CH3:12])([CH3:10])[CH3:9], predict the reactants needed to synthesize it. The reactants are: [N:1]([CH:4]([CH3:23])[CH:5]([NH:15][C:16]([O:18][C:19]([CH3:22])([CH3:21])[CH3:20])=[O:17])[CH2:6][O:7][Si:8]([C:11]([CH3:14])([CH3:13])[CH3:12])([CH3:10])[CH3:9])=[N+]=[N-]. (5) Given the product [F:34][C:29]1[CH:30]=[CH:31][CH:32]=[CH:33][C:28]=1[CH2:27][N:1]1[C:10]2[C:5](=[CH:6][CH:7]=[CH:8][C:9]=2[O:11][CH2:12][C:13]2[CH:14]=[CH:15][C:16]([CH2:19][CH2:20][C:21]([OH:23])=[O:22])=[CH:17][CH:18]=2)[CH2:4][CH2:3][CH2:2]1, predict the reactants needed to synthesize it. The reactants are: [NH:1]1[C:10]2[C:5](=[CH:6][CH:7]=[CH:8][C:9]=2[O:11][CH2:12][C:13]2[CH:18]=[CH:17][C:16]([CH2:19][CH2:20][C:21]([O:23]CC)=[O:22])=[CH:15][CH:14]=2)[CH2:4][CH2:3][CH2:2]1.Br[CH2:27][C:28]1[CH:33]=[CH:32][CH:31]=[CH:30][C:29]=1[F:34].C(N(CC)C(C)C)(C)C.C(=O)(O)[O-].[Na+]. (6) Given the product [N:49]([C:52]1[CH:53]=[N:54][CH:55]=[CH:56][C:57]=1[C@H:58]1[CH2:63][CH2:62][CH2:61][C@@H:60]([N:64]2[C:72](=[O:73])[C:71]3[C:66](=[CH:67][CH:68]=[CH:69][CH:70]=3)[C:65]2=[O:74])[CH2:59]1)=[N+:50]=[N-:51].[N:49]([C:52]1[CH:53]=[N:54][CH:55]=[CH:56][C:57]=1[C@@H:58]1[CH2:63][CH2:62][CH2:61][C@H:60]([N:64]2[C:72](=[O:73])[C:71]3[C:66](=[CH:67][CH:68]=[CH:69][CH:70]=3)[C:65]2=[O:74])[CH2:59]1)=[N+:50]=[N-:51], predict the reactants needed to synthesize it. The reactants are: NC1C=NC=CC=1[C@H]1CCC[C@@H](N2C(=O)C3C(=CC=CC=3)C2=O)C1.NC1C=NC=CC=1[C@@H]1CCC[C@H](N2C(=O)C3C(=CC=CC=3)C2=O)C1.[N:49]([C:52]1[CH:53]=[N:54][CH:55]=[CH:56][C:57]=1[C@@H:58]1[CH2:63][CH2:62][CH2:61][C@H:60]([N:64]2[C:72](=[O:73])[C:71]3[C:66](=[CH:67][CH:68]=[CH:69][CH:70]=3)[C:65]2=[O:74])[CH2:59]1)=[N+:50]=[N-:51].OS(O)(=O)=O.N([O-])=O.[Na+].[N-]=[N+]=[N-].[Na+].C([O-])([O-])=O.[Na+].[Na+].N#N.